From a dataset of Catalyst prediction with 721,799 reactions and 888 catalyst types from USPTO. Predict which catalyst facilitates the given reaction. (1) Reactant: CC1(C)C(C)(C)OB([C:9]2[CH2:14][CH2:13][CH2:12][C:11](=[O:15])[CH:10]=2)O1.Cl[C:18]1[CH:23]=[CH:22][N:21]=[CH:20][C:19]=1[N+:24]([O-:26])=[O:25].C([O-])([O-])=O.[Na+].[Na+]. Product: [N+:24]([C:19]1[CH:20]=[N:21][CH:22]=[CH:23][C:18]=1[C:9]1[CH2:14][CH2:13][CH2:12][C:11](=[O:15])[CH:10]=1)([O-:26])=[O:25]. The catalyst class is: 77. (2) Reactant: [Cl:1][C:2]1[CH:3]=[C:4]([C:8]2[C:17]3[C:12](=[CH:13][CH:14]=[C:15]([CH:18]([C:20]4[S:21][C:22]([Cl:25])=[CH:23][CH:24]=4)O)[CH:16]=3)[N:11]([CH3:26])[C:10](=[O:27])[CH:9]=2)[CH:5]=[CH:6][CH:7]=1.S(Cl)([Cl:30])=O. Product: [Cl:30][CH:18]([C:20]1[S:21][C:22]([Cl:25])=[CH:23][CH:24]=1)[C:15]1[CH:16]=[C:17]2[C:12](=[CH:13][CH:14]=1)[N:11]([CH3:26])[C:10](=[O:27])[CH:9]=[C:8]2[C:4]1[CH:5]=[CH:6][CH:7]=[C:2]([Cl:1])[CH:3]=1. The catalyst class is: 2. (3) Reactant: [F:1][C:2]1[CH:7]=[CH:6][CH:5]=[CH:4][C:3]=1[C:8]1[CH:13]=[CH:12][N:11]=[C:10]([C:14](=[N:16][OH:17])[NH2:15])[CH:9]=1.[C:18](N1C=CN=C1)(N1C=CN=C1)=[O:19].N12CCCN=C1CCCCC2.Cl. Product: [F:1][C:2]1[CH:7]=[CH:6][CH:5]=[CH:4][C:3]=1[C:8]1[CH:13]=[CH:12][N:11]=[C:10]([C:14]2[NH:16][O:17][C:18](=[O:19])[N:15]=2)[CH:9]=1. The catalyst class is: 132. (4) Reactant: [OH-].[K+].[C:3]1([C:9]2[C:20]([CH2:21][C:22]3[N:27]=[C:26]([C:28]([O:30]C)=[O:29])[CH:25]=[CH:24][CH:23]=3)=[C:12]3[CH:13]=[CH:14][C:15]([C:17]([CH3:19])=[CH2:18])=[CH:16][N:11]3[N:10]=2)[CH:8]=[CH:7][CH:6]=[CH:5][CH:4]=1.Cl. Product: [C:3]1([C:9]2[C:20]([CH2:21][C:22]3[N:27]=[C:26]([C:28]([OH:30])=[O:29])[CH:25]=[CH:24][CH:23]=3)=[C:12]3[CH:13]=[CH:14][C:15]([C:17]([CH3:19])=[CH2:18])=[CH:16][N:11]3[N:10]=2)[CH:4]=[CH:5][CH:6]=[CH:7][CH:8]=1. The catalyst class is: 5. (5) Reactant: Br[C:2]1[CH:3]=[C:4]([NH:9][C:10]2[N:15]=[C:14]([C:16]([F:19])([F:18])[F:17])[CH:13]=[CH:12][N:11]=2)[CH:5]=[C:6]([CH3:8])[CH:7]=1.[I-:20].[Na+]. Product: [I:20][C:2]1[CH:3]=[C:4]([NH:9][C:10]2[N:15]=[C:14]([C:16]([F:19])([F:18])[F:17])[CH:13]=[CH:12][N:11]=2)[CH:5]=[C:6]([CH3:8])[CH:7]=1. The catalyst class is: 321. (6) Reactant: [C:1]([S:5][C:6]1[C:14]2[C:9](=[CH:10][CH:11]=[C:12]([O:15][CH2:16][C:17]3[CH:22]=[CH:21][C:20]([CH3:23])=[CH:19][N:18]=3)[CH:13]=2)[N:8]([CH3:24])[C:7]=1[CH:25]([CH2:29][C:30]1[CH:35]=[CH:34][CH:33]=[CH:32][CH:31]=1)[CH2:26][C:27]#N)([CH3:4])([CH3:3])[CH3:2].[Li+].[OH-:37].[OH2:38]. Product: [C:1]([S:5][C:6]1[C:14]2[C:9](=[CH:10][CH:11]=[C:12]([O:15][CH2:16][C:17]3[CH:22]=[CH:21][C:20]([CH3:23])=[CH:19][N:18]=3)[CH:13]=2)[N:8]([CH3:24])[C:7]=1[CH:25]([CH2:29][C:30]1[CH:35]=[CH:34][CH:33]=[CH:32][CH:31]=1)[CH2:26][C:27]([OH:38])=[O:37])([CH3:3])([CH3:2])[CH3:4]. The catalyst class is: 12.